Task: Predict the reactants needed to synthesize the given product.. Dataset: Full USPTO retrosynthesis dataset with 1.9M reactions from patents (1976-2016) (1) The reactants are: Br[C:2]1[N:3]=[C:4]([NH:10][C:11]2[CH:12]=[N:13][N:14]([CH2:16][CH2:17][OH:18])[CH:15]=2)[C:5](=[O:9])[N:6]([CH3:8])[CH:7]=1.[C:19]([O:22][CH2:23][C:24]1[C:29](B2OC(C)(C)C(C)(C)O2)=[CH:28][CH:27]=[CH:26][C:25]=1[N:39]1[CH2:51][CH2:50][N:42]2[C:43]3[CH2:44][CH2:45][CH2:46][CH2:47][C:48]=3[CH:49]=[C:41]2[C:40]1=[O:52])(=[O:21])[CH3:20].CC(O[Na])=O.[O-]P([O-])([O-])=O.[K+].[K+].[K+]. Given the product [C:19]([O:22][CH2:23][C:24]1[C:25]([N:39]2[CH2:51][CH2:50][N:42]3[C:43]4[CH2:44][CH2:45][CH2:46][CH2:47][C:48]=4[CH:49]=[C:41]3[C:40]2=[O:52])=[CH:26][CH:27]=[CH:28][C:29]=1[C:2]1[N:3]=[C:4]([NH:10][C:11]2[CH:12]=[N:13][N:14]([CH2:16][CH2:17][OH:18])[CH:15]=2)[C:5](=[O:9])[N:6]([CH3:8])[CH:7]=1)(=[O:21])[CH3:20], predict the reactants needed to synthesize it. (2) Given the product [CH3:15][C:16]1[C:24]2[C:19](=[CH:20][CH:21]=[C:22]([CH3:25])[CH:23]=2)[NH:18][C:17]=1[C:26]([NH:1][C@H:2]1[CH2:7][CH2:6][CH2:5][NH:4][CH2:3]1)=[O:27], predict the reactants needed to synthesize it. The reactants are: [NH2:1][C@H:2]1[CH2:7][CH2:6][CH2:5][N:4](C(OC(C)(C)C)=O)[CH2:3]1.[CH3:15][C:16]1[C:24]2[C:19](=[CH:20][CH:21]=[C:22]([CH3:25])[CH:23]=2)[NH:18][C:17]=1[C:26](O)=[O:27].N. (3) Given the product [OH:25][CH2:24][CH2:23][C@@H:22]([NH:21][C:2]1[C:3]2[CH2:11][N:10]([C:12]3[CH:19]=[CH:18][C:17]([CH3:20])=[CH:16][C:13]=3[C:14]#[N:15])[CH2:9][CH2:8][C:4]=2[N:5]=[CH:6][N:7]=1)[C:26]1[CH:27]=[N:28][C:29]([CH3:32])=[CH:30][CH:31]=1, predict the reactants needed to synthesize it. The reactants are: Cl[C:2]1[C:3]2[CH2:11][N:10]([C:12]3[CH:19]=[CH:18][C:17]([CH3:20])=[CH:16][C:13]=3[C:14]#[N:15])[CH2:9][CH2:8][C:4]=2[N:5]=[CH:6][N:7]=1.[NH2:21][C@@H:22]([C:26]1[CH:27]=[N:28][C:29]([CH3:32])=[CH:30][CH:31]=1)[CH2:23][CH2:24][OH:25].C(N(CC)C(C)C)(C)C. (4) The reactants are: [F:1][C:2]1[CH:7]=[CH:6][C:5]([C:8]([C:10]([C:12]2[CH:17]=[CH:16][C:15]([F:18])=[CH:14][CH:13]=2)=O)=O)=[CH:4][CH:3]=1.C([O-])(=O)C.[NH4+:23].[CH3:24][C:25]1[C:30]([OH:31])=[C:29]([CH:32]=O)[C:28]([CH2:34][OH:35])=[CH:27][N:26]=1.Cl.[OH-].[NH4+:38]. Given the product [F:1][C:2]1[CH:7]=[CH:6][C:5]([C:8]2[N:23]=[C:32]([C:29]3[C:28]([CH2:34][OH:35])=[CH:27][N:26]=[C:25]([CH3:24])[C:30]=3[OH:31])[NH:38][C:10]=2[C:12]2[CH:17]=[CH:16][C:15]([F:18])=[CH:14][CH:13]=2)=[CH:4][CH:3]=1, predict the reactants needed to synthesize it.